The task is: Predict which catalyst facilitates the given reaction.. This data is from Catalyst prediction with 721,799 reactions and 888 catalyst types from USPTO. (1) Reactant: [Cl:1][C:2]1[N:3]=[N:4][C:5]([Cl:11])=[CH:6][C:7]=1[C:8](Cl)=[O:9].Cl.CN.[CH2:15]([N:17](CC)CC)C. Product: [Cl:1][C:2]1[N:3]=[N:4][C:5]([Cl:11])=[CH:6][C:7]=1[C:8]([NH:17][CH3:15])=[O:9]. The catalyst class is: 4. (2) Reactant: [Br:1][C:2]1[CH:3]=[C:4]([OH:11])[CH:5]=[C:6]([N+:8]([O-])=O)[CH:7]=1.O.[Cl-].[NH4+]. Product: [NH2:8][C:6]1[CH:5]=[C:4]([OH:11])[CH:3]=[C:2]([Br:1])[CH:7]=1. The catalyst class is: 186.